Dataset: Forward reaction prediction with 1.9M reactions from USPTO patents (1976-2016). Task: Predict the product of the given reaction. (1) Given the reactants [CH3:1][NH:2][CH2:3][C:4]([O:6][C@H:7]([CH3:45])[CH2:8][N:9]1[C:13]([CH3:14])=[C:12]([C:15](=[O:37])[NH:16][C:17]2[CH:22]=[CH:21][C:20]([O:23][C:24]3[C:33]4[C:28](=[CH:29][C:30]([O:34][CH3:35])=[CH:31][CH:32]=4)[N:27]=[CH:26][CH:25]=3)=[C:19]([F:36])[CH:18]=2)[C:11](=[O:38])[N:10]1[C:39]1[CH:44]=[CH:43][CH:42]=[CH:41][CH:40]=1)=[O:5].[OH:46][P:47]([OH:50])([OH:49])=[O:48], predict the reaction product. The product is: [P:47](=[O:46])([OH:50])([OH:49])[OH:48].[CH3:1][NH:2][CH2:3][C:4]([O:6][C@H:7]([CH3:45])[CH2:8][N:9]1[C:13]([CH3:14])=[C:12]([C:15](=[O:37])[NH:16][C:17]2[CH:22]=[CH:21][C:20]([O:23][C:24]3[C:33]4[C:28](=[CH:29][C:30]([O:34][CH3:35])=[CH:31][CH:32]=4)[N:27]=[CH:26][CH:25]=3)=[C:19]([F:36])[CH:18]=2)[C:11](=[O:38])[N:10]1[C:39]1[CH:40]=[CH:41][CH:42]=[CH:43][CH:44]=1)=[O:5]. (2) Given the reactants C[O:2][C:3]1[CH:8]=[CH:7][CH:6]=[C:5]([C:9]2[C:10](=[O:27])[N:11]([C:21]3[CH:26]=[CH:25][CH:24]=[CH:23][CH:22]=3)[CH:12]=[C:13]([C:15]3[CH:20]=[CH:19][CH:18]=[CH:17][N:16]=3)[CH:14]=2)[N:4]=1.Cl, predict the reaction product. The product is: [OH:2][C:3]1[CH:8]=[CH:7][CH:6]=[C:5]([C:9]2[C:10](=[O:27])[N:11]([C:21]3[CH:26]=[CH:25][CH:24]=[CH:23][CH:22]=3)[CH:12]=[C:13]([C:15]3[CH:20]=[CH:19][CH:18]=[CH:17][N:16]=3)[CH:14]=2)[N:4]=1.